Dataset: Catalyst prediction with 721,799 reactions and 888 catalyst types from USPTO. Task: Predict which catalyst facilitates the given reaction. (1) Reactant: [F:1][C:2]1[CH:3]=[C:4]([C@H:13]2[CH2:18][C@H:17]([C:19](=[O:26])[CH2:20][C:21](OCC)=[O:22])[CH2:16][CH2:15][N:14]2[C:27]([O:29][CH3:30])=[O:28])[CH:5]=[C:6]([F:12])[C:7]=1[C:8]([F:11])([F:10])[F:9].[OH-].[Na+].[NH2:33]O.Cl. Product: [F:1][C:2]1[CH:3]=[C:4]([C@H:13]2[CH2:18][C@H:17]([C:19]3[O:26][NH:33][C:21](=[O:22])[CH:20]=3)[CH2:16][CH2:15][N:14]2[C:27]([O:29][CH3:30])=[O:28])[CH:5]=[C:6]([F:12])[C:7]=1[C:8]([F:10])([F:9])[F:11]. The catalyst class is: 24. (2) Reactant: [OH:1][C:2]1[CH:3]=[CH:4][C:5]2[C:6]3[N:7]([CH2:23][CH2:24][N:25]=3)[C:8]([NH:14][C:15]([C:17]3[CH:18]=[N:19][CH:20]=N[CH:22]=3)=[O:16])=[N:9][C:10]=2[C:11]=1[O:12][CH3:13].[C:26](=O)([O-])[O-].[Cs+].[Cs+].[I-].[Na+].Br[CH2:35][CH2:36][CH2:37][NH:38][C:39](=[O:45])[O:40][C:41]([CH3:44])([CH3:43])[CH3:42]. Product: [C:41]([O:40][C:39](=[O:45])[NH:38][CH2:37][CH2:36][CH2:35][O:1][C:2]1[CH:3]=[CH:4][C:5]2[C:6]3[N:7]([CH2:23][CH2:24][N:25]=3)[C:8]([NH:14][C:15]([C:17]3[CH:18]=[N:19][CH:20]=[CH:26][CH:22]=3)=[O:16])=[N:9][C:10]=2[C:11]=1[O:12][CH3:13])([CH3:44])([CH3:43])[CH3:42]. The catalyst class is: 35. (3) Reactant: CC1C=CC(S(O[CH2:12][CH2:13][C:14]2[N:15]=[C:16]([CH3:19])[S:17][CH:18]=2)(=O)=O)=CC=1.[N-:20]=[N+:21]=[N-:22].[Na+]. Product: [N:20]([CH2:12][CH2:13][C:14]1[N:15]=[C:16]([CH3:19])[S:17][CH:18]=1)=[N+:21]=[N-:22]. The catalyst class is: 9. (4) Reactant: C([Si](C)(C)[O:6][CH2:7][CH2:8][N:9]1[CH2:14][CH2:13][N:12]([C:15]2[N:20]=[CH:19][C:18]([C:21]3[NH:22][C:23](=[O:32])[C:24]4[C:29]([CH:30]=3)=[C:28]([CH3:31])[CH:27]=[CH:26][CH:25]=4)=[CH:17][CH:16]=2)[CH2:11][CH2:10]1)(C)(C)C.CCCC[N+](CCCC)(CCCC)CCCC.[F-].C1COCC1. Product: [OH:6][CH2:7][CH2:8][N:9]1[CH2:14][CH2:13][N:12]([C:15]2[N:20]=[CH:19][C:18]([C:21]3[NH:22][C:23](=[O:32])[C:24]4[C:29]([CH:30]=3)=[C:28]([CH3:31])[CH:27]=[CH:26][CH:25]=4)=[CH:17][CH:16]=2)[CH2:11][CH2:10]1. The catalyst class is: 49. (5) Reactant: [Cl:1][C:2]1[C:3]([O:12][C:13]2[CH:18]=[C:17]([O:19][CH2:20][CH2:21][O:22][CH3:23])[CH:16]=[CH:15][C:14]=2/[CH:24]=[C:25](\[CH3:29])/[C:26](O)=[O:27])=[N:4][CH:5]=[C:6]([C:8]([F:11])([F:10])[F:9])[CH:7]=1.Cl.C(N=C=NCCCN(C)C)C.[CH2:42]([NH:47][S:48]([NH2:51])(=[O:50])=[O:49])[CH2:43][CH2:44][CH2:45][CH3:46].Cl. Product: [Cl:1][C:2]1[C:3]([O:12][C:13]2[CH:18]=[C:17]([O:19][CH2:20][CH2:21][O:22][CH3:23])[CH:16]=[CH:15][C:14]=2/[CH:24]=[C:25](\[CH3:29])/[C:26]([NH:51][S:48]([NH:47][CH2:42][CH2:43][CH2:44][CH2:45][CH3:46])(=[O:50])=[O:49])=[O:27])=[N:4][CH:5]=[C:6]([C:8]([F:11])([F:10])[F:9])[CH:7]=1. The catalyst class is: 766. (6) Reactant: [F:1][C:2]([F:43])([F:42])[C:3]([NH:5][C:6]1([C:11]2[CH:16]=[CH:15][C:14]([C:17]3[C:26]([C:27]4[CH:32]=[CH:31][CH:30]=[CH:29][CH:28]=4)=[CH:25][C:24]4[C:23]5=[N:33][N:34]=[C:35]([C:36]6[N:41]=[CH:40][CH:39]=[CH:38][N:37]=6)[N:22]5[CH:21]=[CH:20][C:19]=4[N:18]=3)=[CH:13][CH:12]=2)[CH2:9][CH:8]([OH:10])[CH2:7]1)=[O:4].IC.[C:46]([O-])([O-])=O.[K+].[K+]. Product: [F:43][C:2]([F:42])([F:1])[C:3]([N:5]([C:6]1([C:11]2[CH:12]=[CH:13][C:14]([C:17]3[C:26]([C:27]4[CH:28]=[CH:29][CH:30]=[CH:31][CH:32]=4)=[CH:25][C:24]4[C:23]5=[N:33][N:34]=[C:35]([C:36]6[N:41]=[CH:40][CH:39]=[CH:38][N:37]=6)[N:22]5[CH:21]=[CH:20][C:19]=4[N:18]=3)=[CH:15][CH:16]=2)[CH2:9][CH:8]([OH:10])[CH2:7]1)[CH3:46])=[O:4]. The catalyst class is: 3. (7) Reactant: [NH2:1][CH2:2][C:3]#[C:4][C:5]1[N:10]=[C:9]([C:11]2[N:15](C(OC(C)(C)C)=O)[C:14]3[CH:23]=[C:24]([CH3:27])[CH:25]=[CH:26][C:13]=3[N:12]=2)[C:8]([N:28](C(OC(C)(C)C)=O)C(OC(C)(C)C)=O)=[N:7][CH:6]=1.CCN(CC)CC.[S:50](Cl)([CH3:53])(=[O:52])=[O:51].C(O)(C(F)(F)F)=O. Product: [NH2:28][C:8]1[N:7]=[CH:6][C:5]([C:4]#[C:3][CH2:2][NH:1][S:50]([CH3:53])(=[O:52])=[O:51])=[N:10][C:9]=1[C:11]1[NH:15][C:14]2[CH:23]=[C:24]([CH3:27])[CH:25]=[CH:26][C:13]=2[N:12]=1. The catalyst class is: 2.